From a dataset of Catalyst prediction with 721,799 reactions and 888 catalyst types from USPTO. Predict which catalyst facilitates the given reaction. (1) Reactant: [C:1]([O:5][C:6]([N:8]1[C:16]2[C:11](=[CH:12][C:13]([C:17](C)(C)[O:18][SiH2]C(C)(C)C)=[CH:14][CH:15]=2)[CH:10]=[C:9]1[C:26]1[C:27]2[S:40][CH:39]=[CH:38][C:28]=2[N:29]([C:31]([O:33][C:34]([CH3:37])([CH3:36])[CH3:35])=[O:32])[N:30]=1)=[O:7])([CH3:4])([CH3:3])[CH3:2].[F-].C([N+](CCCC)(CCCC)CCCC)CCC.O. Product: [C:1]([O:5][C:6]([N:8]1[C:16]2[C:11](=[CH:12][C:13]([CH2:17][OH:18])=[CH:14][CH:15]=2)[CH:10]=[C:9]1[C:26]1[C:27]2[S:40][CH:39]=[CH:38][C:28]=2[N:29]([C:31]([O:33][C:34]([CH3:37])([CH3:36])[CH3:35])=[O:32])[N:30]=1)=[O:7])([CH3:4])([CH3:2])[CH3:3]. The catalyst class is: 7. (2) Reactant: CCCCCC.C([Li])CCC.Br[C:13]1[C:18]([CH3:19])=[CH:17][C:16]([Br:20])=[CH:15][N:14]=1.[CH2:21]1[O:31][C:24]2([CH2:29][CH2:28][C:27](=[O:30])[CH2:26][CH2:25]2)[O:23][CH2:22]1. Product: [Br:20][C:16]1[CH:17]=[C:18]([CH3:19])[C:13]([C:27]2([OH:30])[CH2:28][CH2:29][C:24]3([O:31][CH2:21][CH2:22][O:23]3)[CH2:25][CH2:26]2)=[N:14][CH:15]=1. The catalyst class is: 93. (3) Product: [Cl:1][C:2]1[CH:3]=[C:4]([CH:27]=[CH:28][CH:29]=1)[CH2:5][N:6]1[C:14]2[CH:13]=[CH:12][C:11](=[O:15])[N:10]([C:16]3[CH:17]=[CH:18][CH:19]=[CH:20][CH:21]=3)[C:9]=2[CH:8]=[C:7]1[C:22]([NH:31][NH2:32])=[O:24]. The catalyst class is: 486. Reactant: [Cl:1][C:2]1[CH:3]=[C:4]([CH:27]=[CH:28][CH:29]=1)[CH2:5][N:6]1[C:14]2[CH:13]=[CH:12][C:11](=[O:15])[N:10]([C:16]3[CH:21]=[CH:20][CH:19]=[CH:18][CH:17]=3)[C:9]=2[CH:8]=[C:7]1[C:22]([O:24]CC)=O.O.[NH2:31][NH2:32]. (4) Reactant: Cl[C:2]1[CH:23]=[CH:22][C:5]([C:6]([NH:8][C:9]2[CH:14]=[CH:13][C:12]([Cl:15])=[C:11]([C:16]3[CH:21]=[CH:20][CH:19]=[CH:18][N:17]=3)[CH:10]=2)=[O:7])=[C:4]([CH3:24])[N:3]=1.[CH3:25][C@H:26]1[NH:31][CH2:30][CH2:29][NH:28][CH2:27]1. Product: [Cl:15][C:12]1[CH:13]=[CH:14][C:9]([NH:8][C:6](=[O:7])[C:5]2[CH:22]=[CH:23][C:2]([N:28]3[CH2:29][CH2:30][NH:31][C@H:26]([CH3:25])[CH2:27]3)=[N:3][C:4]=2[CH3:24])=[CH:10][C:11]=1[C:16]1[CH:21]=[CH:20][CH:19]=[CH:18][N:17]=1. The catalyst class is: 51. (5) Reactant: [F:1][C:2]1[CH:7]=[C:6]([I:8])[CH:5]=[CH:4][C:3]=1[NH:9][C:10]1[C:18]([C:19]([OH:21])=O)=[CH:17][CH:16]=[C:15]2[C:11]=1[CH:12]=[N:13][NH:14]2.C1C=CC2[N:30]([OH:31])N=NC=2C=1.CCN=C=N[CH2:37][CH2:38][CH2:39]N(C)C.CCN([CH:49]([CH3:51])C)C(C)C.CN(C=[O:56])C. Product: [O:56]1[CH2:37][CH2:38][CH:39]([O:31][NH:30][C:19]([C:18]2[C:10]([NH:9][C:3]3[CH:4]=[CH:5][C:6]([I:8])=[CH:7][C:2]=3[F:1])=[C:11]3[C:15](=[CH:16][CH:17]=2)[NH:14][N:13]=[CH:12]3)=[O:21])[CH2:51][CH2:49]1. The catalyst class is: 13. (6) Reactant: [CH3:1][N:2]1[CH2:7][CH2:6][N:5]([C:8](=O)[CH3:9])[CH2:4][CH2:3]1.[Li+].CC([N-]C(C)C)C.[Br:19][C:20]1[CH:28]=[CH:27][CH:26]=[C:25]2[C:21]=1[CH2:22][CH2:23][C:24]2=O.[AlH3].N(CC)(C)C. Product: [Br:19][C:20]1[CH:28]=[CH:27][CH:26]=[C:25]2[C:21]=1[CH2:22][CH:23]=[C:24]2[CH2:9][CH2:8][N:5]1[CH2:6][CH2:7][N:2]([CH3:1])[CH2:3][CH2:4]1. The catalyst class is: 249.